Task: Predict the product of the given reaction.. Dataset: Forward reaction prediction with 1.9M reactions from USPTO patents (1976-2016) (1) Given the reactants Br[C:2]1[CH:7]=[CH:6][C:5]([C:8]2[CH2:12][CH:11]([CH2:13][NH:14][C:15]([C:17]3[S:18][C:19]([Cl:22])=[CH:20][CH:21]=3)=[O:16])[O:10][N:9]=2)=[CH:4][CH:3]=1.[OH:23][C:24]1[CH:29]=[CH:28][CH:27]=[CH:26][N:25]=1.CNCCNC.[O-]P([O-])([O-])=O.[K+].[K+].[K+].[Br-], predict the reaction product. The product is: [Cl:22][C:19]1[S:18][C:17]([C:15]([NH:14][CH2:13][CH:11]2[O:10][N:9]=[C:8]([C:5]3[CH:6]=[CH:7][C:2]([N:25]4[CH:26]=[CH:27][CH:28]=[CH:29][C:24]4=[O:23])=[CH:3][CH:4]=3)[CH2:12]2)=[O:16])=[CH:21][CH:20]=1. (2) The product is: [Cl:1][C:2]1[CH:9]=[CH:8][C:5]([CH2:6][NH:16][CH2:15][C:14]2[CH:17]=[CH:18][C:11]([OH:10])=[CH:12][CH:13]=2)=[CH:4][CH:3]=1. Given the reactants [Cl:1][C:2]1[CH:9]=[CH:8][C:5]([CH:6]=O)=[CH:4][CH:3]=1.[OH:10][C:11]1[CH:18]=[CH:17][C:14]([CH2:15][NH2:16])=[CH:13][CH:12]=1.[BH4-].[Na+].CCOC(C)=O, predict the reaction product.